Dataset: Catalyst prediction with 721,799 reactions and 888 catalyst types from USPTO. Task: Predict which catalyst facilitates the given reaction. (1) Product: [C:1]([N:4]1[CH2:9][CH2:8][CH:7]([C:10]([N:12]([CH2:21][CH2:22][CH2:23][N:24]2[CH2:25][CH2:26][CH:27]([CH2:30][C:31]3[CH:32]=[CH:33][C:34]([NH:37][C:45](=[O:47])[CH3:46])=[CH:35][CH:36]=3)[CH2:28][CH2:29]2)[C:13]2[CH:18]=[CH:17][C:16]([Cl:19])=[C:15]([Cl:20])[CH:14]=2)=[O:11])[CH2:6][CH2:5]1)(=[O:3])[CH3:2]. The catalyst class is: 7. Reactant: [C:1]([N:4]1[CH2:9][CH2:8][CH:7]([C:10]([N:12]([CH2:21][CH2:22][CH2:23][N:24]2[CH2:29][CH2:28][CH:27]([CH2:30][C:31]3[CH:36]=[CH:35][C:34]([NH2:37])=[CH:33][CH:32]=3)[CH2:26][CH2:25]2)[C:13]2[CH:18]=[CH:17][C:16]([Cl:19])=[C:15]([Cl:20])[CH:14]=2)=[O:11])[CH2:6][CH2:5]1)(=[O:3])[CH3:2].C(N(CC)CC)C.[C:45](Cl)(=[O:47])[CH3:46].[OH-].[Na+]. (2) Reactant: [Br:1][C:2]1[C:7]2[N:8]=[C:9](N)[S:10][C:6]=2[CH:5]=[C:4]([F:12])[CH:3]=1.N(OCCC(C)C)=O. Product: [Br:1][C:2]1[C:7]2[N:8]=[CH:9][S:10][C:6]=2[CH:5]=[C:4]([F:12])[CH:3]=1. The catalyst class is: 12. (3) Product: [CH2:26]([O:25][CH2:24][C@H:23]1[C@H:19]([CH2:18][O:17][CH2:1][CH2:2][CH2:3][CH2:4][CH2:5][CH2:6][CH2:7][CH2:8]/[CH:9]=[CH:10]\[CH2:11][CH2:12][CH2:13][CH2:14][CH2:15][CH3:16])[CH2:20][N:21]([CH3:44])[CH2:22]1)[CH2:27][CH2:28][CH2:29][CH2:30][CH2:31][CH2:32][CH2:33]/[CH:34]=[CH:35]\[CH2:36][CH2:37][CH2:38][CH2:39][CH2:40][CH3:41]. The catalyst class is: 525. Reactant: [CH2:1]([O:17][CH2:18][C@H:19]1[C@H:23]([CH2:24][O:25][CH2:26][CH2:27][CH2:28][CH2:29][CH2:30][CH2:31][CH2:32][CH2:33]/[CH:34]=[CH:35]\[CH2:36][CH2:37][CH2:38][CH2:39][CH2:40][CH3:41])[CH2:22][NH:21][CH2:20]1)[CH2:2][CH2:3][CH2:4][CH2:5][CH2:6][CH2:7][CH2:8]/[CH:9]=[CH:10]\[CH2:11][CH2:12][CH2:13][CH2:14][CH2:15][CH3:16].C=O.[C:44](O[BH-](OC(=O)C)OC(=O)C)(=O)C.[Na+]. (4) Reactant: Cl.O.[NH:3]([C:5]1[CH:13]=[CH:12][C:8]([C:9]([OH:11])=[O:10])=[CH:7][CH:6]=1)[NH2:4].[CH:14]12[CH2:23][CH:18]3[CH2:19][CH:20]([CH2:22][CH:16]([CH2:17]3)[CH:15]1[NH:24][C:25](=[O:37])[C:26](=[CH:33]N(C)C)[C:27](=O)[C:28]([CH3:31])([CH3:30])[CH3:29])[CH2:21]2. Product: [CH:16]12[CH2:22][CH:20]3[CH2:19][CH:18]([CH2:23][CH:14]([CH2:21]3)[CH:15]1[NH:24][C:25]([C:26]1[CH:33]=[N:4][N:3]([C:5]3[CH:6]=[CH:7][C:8]([C:9]([OH:11])=[O:10])=[CH:12][CH:13]=3)[C:27]=1[C:28]([CH3:31])([CH3:30])[CH3:29])=[O:37])[CH2:17]2. The catalyst class is: 5. (5) Product: [CH3:1][C:2]1[CH:7]=[CH:6][C:5]([N:8]2[CH2:13][CH2:12][N:11]([CH2:24][CH2:25][CH3:26])[CH2:10][CH2:9]2)=[C:4]([CH:14]2[CH2:19][C:18]([CH3:21])([CH3:20])[CH2:17][C:16]([CH3:23])([CH3:22])[CH2:15]2)[CH:3]=1. Reactant: [CH3:1][C:2]1[CH:7]=[CH:6][C:5]([N:8]2[CH2:13][CH2:12][NH:11][CH2:10][CH2:9]2)=[C:4]([CH:14]2[CH2:19][C:18]([CH3:21])([CH3:20])[CH2:17][C:16]([CH3:23])([CH3:22])[CH2:15]2)[CH:3]=1.[CH:24](=O)[CH2:25][CH3:26].C(O[BH-](OC(=O)C)OC(=O)C)(=O)C.[Na+].C(=O)([O-])O.[Na+]. The catalyst class is: 362. (6) Reactant: [Cl:1][C:2]1[C:7]([N+:8]([O-:10])=[O:9])=[C:6](Cl)[C:5]([CH3:12])=[C:4]([CH3:13])[N:3]=1.CN(C)C=O.[O:19]([CH2:26][CH2:27][NH2:28])[C:20]1[CH:25]=[CH:24][CH:23]=[CH:22][CH:21]=1. Product: [Cl:1][C:2]1[C:7]([N+:8]([O-:10])=[O:9])=[C:6]([NH:28][CH2:27][CH2:26][O:19][C:20]2[CH:25]=[CH:24][CH:23]=[CH:22][CH:21]=2)[C:5]([CH3:12])=[C:4]([CH3:13])[N:3]=1. The catalyst class is: 66. (7) Reactant: [CH2:1]([NH:3][C:4](=[O:38])[NH:5][C:6]1[N:11]=[CH:10][C:9]([C:12]2[C:13]([O:21][CH2:22][CH2:23][N:24]3[CH2:28][CH2:27][CH2:26][CH2:25]3)=[N:14][CH:15]=[C:16]([C:18](O)=[O:19])[CH:17]=2)=[C:8]([C:29]2[S:30][CH:31]=[C:32]([C:34]([F:37])([F:36])[F:35])[N:33]=2)[CH:7]=1)[CH3:2].CN(C(O[N:47]1[N:55]=NC2C=CC=NC1=2)=[N+](C)C)C.F[P-](F)(F)(F)(F)F.C(N(C(C)C)CC)(C)C.NN. Product: [CH2:1]([NH:3][C:4]([NH:5][C:6]1[N:11]=[CH:10][C:9]([C:12]2[C:13]([O:21][CH2:22][CH2:23][N:24]3[CH2:25][CH2:26][CH2:27][CH2:28]3)=[N:14][CH:15]=[C:16]([C:18]([NH:47][NH2:55])=[O:19])[CH:17]=2)=[C:8]([C:29]2[S:30][CH:31]=[C:32]([C:34]([F:37])([F:35])[F:36])[N:33]=2)[CH:7]=1)=[O:38])[CH3:2]. The catalyst class is: 31. (8) Reactant: [Cl:1][C:2]1[C:3]([C:24]2[CH:29]=[N:28][CH:27]=[C:26]([NH:30][CH2:31][C:32]3[CH:37]=[CH:36][CH:35]=[CH:34][C:33]=3[F:38])[N:25]=2)=[CH:4][C:5]([NH:8][C:9]([C@@H:11]2[CH2:16][CH2:15][CH2:14][N:13](C(OC(C)(C)C)=O)[CH2:12]2)=[O:10])=[N:6][CH:7]=1.[F:39][C:40]([F:45])([F:44])[C:41]([OH:43])=[O:42]. Product: [Cl:1][C:2]1[C:3]([C:24]2[CH:29]=[N:28][CH:27]=[C:26]([NH:30][CH2:31][C:32]3[CH:37]=[CH:36][CH:35]=[CH:34][C:33]=3[F:38])[N:25]=2)=[CH:4][C:5]([NH:8][C:9]([C@@H:11]2[CH2:16][CH2:15][CH2:14][NH:13][CH2:12]2)=[O:10])=[N:6][CH:7]=1.[F:39][C:40]([F:45])([F:44])[C:41]([OH:43])=[O:42]. The catalyst class is: 2.